This data is from Retrosynthesis with 50K atom-mapped reactions and 10 reaction types from USPTO. The task is: Predict the reactants needed to synthesize the given product. (1) Given the product CCOP(=O)(/C=C/c1cn(-c2ccccc2)nc1OCc1ccc(OCc2nc(-c3cccc(C(=O)O)c3)oc2C)c(OC)c1)OCC, predict the reactants needed to synthesize it. The reactants are: CCOP(=O)(/C=C/c1cn(-c2ccccc2)nc1OCc1ccc(OCc2nc(-c3cccc(C(=O)OC)c3)oc2C)c(OC)c1)OCC. (2) Given the product NNc1ncnc2ccccc12, predict the reactants needed to synthesize it. The reactants are: Clc1ncnc2ccccc12.NN. (3) Given the product COC(=O)NCCCc1cc([C@@H](C)N(C(=O)[C@H]2CN(C(=O)OC(C)(C)C)C[C@@H](CN3C(=O)c4ccccc4C3=O)O2)C2CC2)cc(OC)n1, predict the reactants needed to synthesize it. The reactants are: COC(=O)NCCCc1cc([C@@H](C)N(C(=O)[C@H]2CN(C(=O)OC(C)(C)C)C[C@@H](COS(C)(=O)=O)O2)C2CC2)cc(OC)n1.O=C1NC(=O)c2ccccc21. (4) Given the product CC1CC2CC(CC(=O)N3CCCC3)C=C3C=C(Cl)N=CC32N1, predict the reactants needed to synthesize it. The reactants are: C1CCNC1.CCOC(=O)CC1C=C2C=C(Cl)N=CC23NC(C)CC3C1. (5) The reactants are: C[Mg+].O=C1CCN(Cc2ccccc2)C1. Given the product CC1(O)CCN(Cc2ccccc2)C1, predict the reactants needed to synthesize it. (6) Given the product O=C(NCc1ccc(Cl)cc1)c1cn(CCO)c2sc(COC[C@@H](O)c3ccccc3)cc2c1=O, predict the reactants needed to synthesize it. The reactants are: O=C(NCc1ccc(Cl)cc1)c1cn(CCO)c2sc(CCl)cc2c1=O.OC[C@@H](O)c1ccccc1. (7) Given the product O=C(NCCc1cccs1)c1cc(Cl)ccc1Cl, predict the reactants needed to synthesize it. The reactants are: NCCc1cccs1.O=C(O)c1cc(Cl)ccc1Cl. (8) Given the product CN(C)CCOC1CCNCC1, predict the reactants needed to synthesize it. The reactants are: CN(C)CCOC1CCN(C(=O)OC(C)(C)C)CC1.